This data is from Catalyst prediction with 721,799 reactions and 888 catalyst types from USPTO. The task is: Predict which catalyst facilitates the given reaction. Reactant: [H-].[Na+].[F:3][C:4]1[CH:27]=[C:26]([F:28])[CH:25]=[CH:24][C:5]=1[CH2:6][C@@H:7]([CH:22]=[CH2:23])[C@@H:8]([OH:21])[C@@H:9]([O:11][CH2:12][C:13]1[CH:18]=[CH:17][C:16]([O:19][CH3:20])=[CH:15][CH:14]=1)[CH3:10].[CH2:29](Br)[C:30]1[CH:35]=[CH:34][CH:33]=[CH:32][CH:31]=1. Product: [CH2:29]([O:21][C@@H:8]([C@@H:9]([O:11][CH2:12][C:13]1[CH:18]=[CH:17][C:16]([O:19][CH3:20])=[CH:15][CH:14]=1)[CH3:10])[C@H:7]([CH:22]=[CH2:23])[CH2:6][C:5]1[CH:24]=[CH:25][C:26]([F:28])=[CH:27][C:4]=1[F:3])[C:30]1[CH:35]=[CH:34][CH:33]=[CH:32][CH:31]=1. The catalyst class is: 3.